This data is from Reaction yield outcomes from USPTO patents with 853,638 reactions. The task is: Predict the reaction yield, written as a fraction of the theoretical maximum amount of product (1.0 means a 100% yield; for example, 0.34 means a 34% yield). (1) The reactants are [C:1]([C:3]1[CH:4]=[C:5]([C:22]2[CH:27]=[CH:26][C:25](C(O)=O)=[C:24]([F:31])C=2)[CH:6]=[CH:7][C:8]=1[O:9][CH2:10][CH:11]1[CH2:16][CH2:15][N:14]([CH2:17][C:18]([F:21])([CH3:20])[CH3:19])[CH2:13][CH2:12]1)#[N:2].[CH2:32](Cl)[CH2:33]Cl.C1C=CC2N([OH:45])N=NC=2C=1.CCN(C(C)C)C(C)C.[NH:55]1[CH2:59][CH2:58][CH2:57][C@H:56]1[C:60]([NH2:62])=[O:61]. The catalyst is C(Cl)Cl.O. The product is [C:1]([C:3]1[CH:4]=[C:5]([C:22]2[C:32]([C:33]([N:55]3[CH2:59][CH2:58][CH2:57][C@H:56]3[C:60]([NH2:62])=[O:61])=[O:45])=[C:24]([F:31])[CH:25]=[CH:26][CH:27]=2)[CH:6]=[CH:7][C:8]=1[O:9][CH2:10][CH:11]1[CH2:12][CH2:13][N:14]([CH2:17][C:18]([F:21])([CH3:20])[CH3:19])[CH2:15][CH2:16]1)#[N:2]. The yield is 0.570. (2) The reactants are [CH3:1][C:2]1[O:6][N:5]=[C:4]([C:7]2[CH:12]=[CH:11][CH:10]=[CH:9][CH:8]=2)[C:3]=1[CH2:13][O:14][C:15]1[CH:23]=[CH:22][C:18]([C:19]([OH:21])=O)=[CH:17][N:16]=1.C(N1C=CN=C1)(N1C=CN=C1)=O.[NH2:36][CH2:37][CH:38]1[O:42][NH:41][C:40](=[O:43])[CH2:39]1. The catalyst is CN(C=O)C.C(OCC)(=O)C. The product is [CH3:1][C:2]1[O:6][N:5]=[C:4]([C:7]2[CH:8]=[CH:9][CH:10]=[CH:11][CH:12]=2)[C:3]=1[CH2:13][O:14][C:15]1[CH:23]=[CH:22][C:18]([C:19]([NH:36][CH2:37][CH:38]2[O:42][NH:41][C:40](=[O:43])[CH2:39]2)=[O:21])=[CH:17][N:16]=1. The yield is 0.0500. (3) The reactants are Br[C:2]1[C:3]2[CH:10]=[C:9]([O:11][CH2:12][C:13]3[CH:18]=[CH:17][C:16]([C@@H:19]([C:26]#[C:27][CH3:28])[CH2:20][C:21]([O:23][CH2:24][CH3:25])=[O:22])=[CH:15][CH:14]=3)[CH:8]=[CH:7][C:4]=2[S:5][CH:6]=1.[CH3:29][C:30]1[CH:35]=[CH:34][CH:33]=[C:32]([CH3:36])[C:31]=1B(O)O.COC1C=CC=C(OC)C=1C1C=CC=CC=1P(C1CCCCC1)C1CCCCC1.[O-]P([O-])([O-])=O.[K+].[K+].[K+]. The catalyst is C1(C)C=CC=CC=1.C1C=CC(/C=C/C(/C=C/C2C=CC=CC=2)=O)=CC=1.C1C=CC(/C=C/C(/C=C/C2C=CC=CC=2)=O)=CC=1.C1C=CC(/C=C/C(/C=C/C2C=CC=CC=2)=O)=CC=1.[Pd].[Pd].O. The product is [CH3:29][C:30]1[CH:35]=[CH:34][CH:33]=[C:32]([CH3:36])[C:31]=1[C:2]1[C:3]2[CH:10]=[C:9]([O:11][CH2:12][C:13]3[CH:18]=[CH:17][C:16]([C@@H:19]([C:26]#[C:27][CH3:28])[CH2:20][C:21]([O:23][CH2:24][CH3:25])=[O:22])=[CH:15][CH:14]=3)[CH:8]=[CH:7][C:4]=2[S:5][CH:6]=1. The yield is 0.510. (4) The reactants are [Cl:1][C:2]1[CH:3]=[C:4]([N:13]([CH2:20][CH3:21])[CH:14]2[CH2:19][CH2:18][O:17][CH2:16][CH2:15]2)[C:5]([CH2:11][CH3:12])=[C:6]([CH:10]=1)[C:7]([OH:9])=O.CN(C(ON1N=NC2C=CC=CC1=2)=[N+](C)C)C.F[P-](F)(F)(F)(F)F.C(N(C(C)C)C(C)C)C.[NH2:55][CH2:56][C:57]1[C:58](=[O:65])[NH:59][C:60]([CH3:64])=[CH:61][C:62]=1[CH3:63]. The product is [Cl:1][C:2]1[CH:3]=[C:4]([N:13]([CH2:20][CH3:21])[CH:14]2[CH2:19][CH2:18][O:17][CH2:16][CH2:15]2)[C:5]([CH2:11][CH3:12])=[C:6]([CH:10]=1)[C:7]([NH:55][CH2:56][C:57]1[C:58](=[O:65])[NH:59][C:60]([CH3:64])=[CH:61][C:62]=1[CH3:63])=[O:9]. The catalyst is CN(C=O)C.CCOC(C)=O. The yield is 0.630. (5) The reactants are [CH3:1][O:2][CH2:3][CH2:4][CH2:5][O:6][C:7]1[CH:12]=[CH:11][N:10]=[C:9]([CH2:13][S:14][C:15]2[NH:19][C:18]3[CH:20]=[CH:21][CH:22]=[CH:23][C:17]=3[N:16]=2)[C:8]=1[CH3:24].[OH-:25].[Na+]. The catalyst is ClCCl. The product is [CH3:1][O:2][CH2:3][CH2:4][CH2:5][O:6][C:7]1[CH:12]=[CH:11][N:10]=[C:9]([CH2:13][S:14]([C:15]2[NH:16][C:17]3[CH:23]=[CH:22][CH:21]=[CH:20][C:18]=3[N:19]=2)=[O:25])[C:8]=1[CH3:24]. The yield is 0.414. (6) The reactants are [CH2:1]1[CH:10]2[N:5]([CH2:6][CH2:7][CH2:8][CH2:9]2)[CH2:4][CH:3]([C:11](OCC)=[O:12])[CH2:2]1.[H-].[Al+3].[Li+].[H-].[H-].[H-].C(OCC)(=O)C.[OH-].[Na+]. The catalyst is O1CCCC1.O. The product is [CH2:1]1[CH:10]2[N:5]([CH2:6][CH2:7][CH2:8][CH2:9]2)[CH2:4][CH:3]([CH2:11][OH:12])[CH2:2]1. The yield is 0.880.